This data is from Full USPTO retrosynthesis dataset with 1.9M reactions from patents (1976-2016). The task is: Predict the reactants needed to synthesize the given product. (1) Given the product [CH3:21][C:15]1[CH:16]=[CH:17][CH:18]=[C:19]([CH3:20])[C:14]=1[CH2:13][NH:12][C:4]1[C:5]2[N:6]([CH:8]=[C:9]([CH3:11])[N:10]=2)[CH:7]=[C:2]([N:22]2[CH:26]=[N:25][CH:24]=[N:23]2)[CH:3]=1, predict the reactants needed to synthesize it. The reactants are: Br[C:2]1[CH:3]=[C:4]([NH:12][CH2:13][C:14]2[C:19]([CH3:20])=[CH:18][CH:17]=[CH:16][C:15]=2[CH3:21])[C:5]2[N:6]([CH:8]=[C:9]([CH3:11])[N:10]=2)[CH:7]=1.[NH:22]1[CH:26]=[N:25][CH:24]=[N:23]1.C(=O)([O-])[O-].[Cs+].[Cs+].CNCCNC. (2) Given the product [C:23]([NH:22][CH2:21][CH2:20][NH:19][C:12](=[O:14])[C:11]1[CH:15]=[CH:16][N:17]=[CH:18][C:10]=1[NH:9][C:3]1[CH:4]=[CH:5][C:6]([I:8])=[CH:7][C:2]=1[Cl:1])(=[O:25])[CH3:24], predict the reactants needed to synthesize it. The reactants are: [Cl:1][C:2]1[CH:7]=[C:6]([I:8])[CH:5]=[CH:4][C:3]=1[NH:9][C:10]1[CH:18]=[N:17][CH:16]=[CH:15][C:11]=1[C:12]([OH:14])=O.[NH2:19][CH2:20][CH2:21][NH:22][C:23](=[O:25])[CH3:24]. (3) Given the product [N:17]1[C:11]2[N:10]3[CH2:18][CH2:19][N:20]([C:22]([O:24][C:25]([CH3:28])([CH3:27])[CH3:26])=[O:23])[CH2:21][CH:9]3[CH2:8][CH2:7][NH:13][C:12]=2[CH:14]=[CH:15][CH:16]=1, predict the reactants needed to synthesize it. The reactants are: CN(CC)C.O=[C:7]1[NH:13][C:12]2[CH:14]=[CH:15][CH:16]=[N:17][C:11]=2[N:10]2[CH2:18][CH2:19][N:20]([C:22]([O:24][C:25]([CH3:28])([CH3:27])[CH3:26])=[O:23])[CH2:21][CH:9]2[CH2:8]1.CO.[OH-].[Na+]. (4) Given the product [C:15]([NH:23][C:24]1[CH:36]=[C:35](/[CH:37]=[CH:38]/[C:2]2[CH:7]=[CH:6][CH:5]=[CH:4][C:3]=2[CH3:8])[CH:34]=[CH:33][C:25]=1[C:26]([OH:28])=[O:27])(=[O:22])[C:16]1[CH:17]=[CH:18][CH:19]=[CH:20][CH:21]=1, predict the reactants needed to synthesize it. The reactants are: I[C:2]1[CH:7]=[CH:6][CH:5]=[CH:4][C:3]=1[CH3:8].C(=O)([O-])[O-].[Cs+].[Cs+].[C:15]([NH:23][C:24]1[CH:36]=[C:35]([CH:37]=[CH2:38])[CH:34]=[CH:33][C:25]=1[C:26]([O:28]C(C)(C)C)=[O:27])(=[O:22])[C:16]1[CH:21]=[CH:20][CH:19]=[CH:18][CH:17]=1.C(O)(=O)CC(CC(O)=O)(C(O)=O)O. (5) Given the product [Cl:1][C:2]1[CH:3]=[C:4]([C:22]2[CH:23]=[CH:24][C:25]([C:28]([N:49]3[CH2:50][CH2:51][CH:46]([C:45]([F:53])([F:52])[F:44])[CH2:47][CH2:48]3)=[O:30])=[CH:26][CH:27]=2)[CH:5]=[C:6]([Cl:21])[C:7]=1[CH2:8][C@@H:9]1[CH2:13][CH2:12][N:11]([N:14]2[CH2:15][CH2:16][CH2:17][CH2:18][CH2:19]2)[C:10]1=[O:20], predict the reactants needed to synthesize it. The reactants are: [Cl:1][C:2]1[CH:3]=[C:4]([C:22]2[CH:27]=[CH:26][C:25]([C:28]([OH:30])=O)=[CH:24][CH:23]=2)[CH:5]=[C:6]([Cl:21])[C:7]=1[CH2:8][C@@H:9]1[CH2:13][CH2:12][N:11]([N:14]2[CH2:19][CH2:18][CH2:17][CH2:16][CH2:15]2)[C:10]1=[O:20].C(N1C=CN=C1)(N1C=CN=C1)=O.Cl.[F:44][C:45]([F:53])([F:52])[CH:46]1[CH2:51][CH2:50][NH:49][CH2:48][CH2:47]1.C(N(C(C)C)CC)(C)C. (6) Given the product [Cl:1][C:2]1[CH:3]=[CH:4][C:5]([CH:8]([O:27][CH2:28][C:29]#[CH:30])[C:9]([NH:11][C:12]2[CH:17]=[CH:16][CH:15]=[CH:14][C:13]=2[C:18]2[CH:23]=[CH:22][C:21]([O:24][CH2:34][C:35]#[C:36][CH2:37][CH3:38])=[C:20]([O:25][CH3:26])[CH:19]=2)=[O:10])=[CH:6][CH:7]=1, predict the reactants needed to synthesize it. The reactants are: [Cl:1][C:2]1[CH:7]=[CH:6][C:5]([CH:8]([O:27][CH2:28][C:29]#[CH:30])[C:9]([NH:11][C:12]2[CH:17]=[CH:16][CH:15]=[CH:14][C:13]=2[C:18]2[CH:23]=[CH:22][C:21]([OH:24])=[C:20]([O:25][CH3:26])[CH:19]=2)=[O:10])=[CH:4][CH:3]=1.C[O-].[Na+].[CH2:34](Cl)[C:35]#[C:36][CH2:37][CH3:38].C(OCC)(=O)C. (7) Given the product [CH2:57]([C:59]1[CH:60]=[C:61]([C:62]2[N:64]=[C:12]([C:7]3[CH:6]=[C:5]([CH2:1][CH:2]([CH3:3])[CH3:4])[CH:10]=[C:9]([CH3:11])[N:8]=3)[O:14][N:63]=2)[CH:66]=[C:67]([CH3:70])[C:68]=1[OH:69])[CH3:58], predict the reactants needed to synthesize it. The reactants are: [CH2:1]([C:5]1[CH:10]=[C:9]([CH3:11])[N:8]=[C:7]([C:12]([OH:14])=O)[CH:6]=1)[CH:2]([CH3:4])[CH3:3].CCN(C(C)C)C(C)C.C1CN([P+](ON2N=NC3C=CC=CC2=3)(N2CCCC2)N2CCCC2)CC1.F[P-](F)(F)(F)(F)F.[CH2:57]([C:59]1[CH:60]=[C:61]([CH:66]=[C:67]([CH3:70])[C:68]=1[OH:69])[C:62]([NH:64]O)=[NH:63])[CH3:58]. (8) Given the product [Cl:1][C:2]1[CH:3]=[C:4]([C:8]2[CH:30]=[C:12]([CH2:14][C:15]3[CH:20]=[N:19][C:18]([C:21]([OH:29])=[O:25])=[N:17][CH:16]=3)[CH:11]=[N:10][C:9]=2[O:23][CH3:24])[CH:5]=[CH:6][CH:7]=1, predict the reactants needed to synthesize it. The reactants are: [Cl:1][C:2]1[CH:3]=[C:4]([C:8]2N=[C:12]([CH2:14][C:15]3[CH:16]=[N:17][C:18]([C:21]#N)=[N:19][CH:20]=3)[CH:11]=[N:10][C:9]=2[O:23][CH3:24])[CH:5]=[CH:6][CH:7]=1.[OH-:25].[Na+].OO.[OH2:29].[CH3:30]O. (9) Given the product [CH:24]1([C:2]2[CH:7]=[CH:6][C:5]([CH2:8][O:9][CH2:10][C:11]3[CH:16]=[CH:15][C:14]([O:17][CH3:18])=[CH:13][CH:12]=3)=[CH:4][C:3]=2[C:19]([F:22])([F:21])[F:20])[CH2:29][CH2:28][CH2:27][CH2:26][CH2:25]1, predict the reactants needed to synthesize it. The reactants are: Cl[C:2]1[CH:7]=[CH:6][C:5]([CH2:8][O:9][CH2:10][C:11]2[CH:16]=[CH:15][C:14]([O:17][CH3:18])=[CH:13][CH:12]=2)=[CH:4][C:3]=1[C:19]([F:22])([F:21])[F:20].[Br-].[CH:24]1([Zn+])[CH2:29][CH2:28][CH2:27][CH2:26][CH2:25]1.C1COCC1.